From a dataset of Catalyst prediction with 721,799 reactions and 888 catalyst types from USPTO. Predict which catalyst facilitates the given reaction. Reactant: [Cl:1][C:2]1[CH:3]=[C:4]([CH:8]=[CH:9][C:10]=1[CH2:11][N:12]1[C:20]2[C:15](=[CH:16][CH:17]=[CH:18][CH:19]=2)[C:14]([C:21]2[N:26]=[C:25]([NH:27][C:28]3[CH:33]=[CH:32][N:31]=[CH:30][CH:29]=3)[C:24]([O:34][CH3:35])=[CH:23][N:22]=2)=[N:13]1)[C:5]([OH:7])=[O:6].CN.O1CCCC1.F[P-](F)(F)(F)(F)F.[CH3:50][N:51](C(ON1C2=NC=CC=C2N=N1)=[N+](C)C)C.C(N(C(C)C)C(C)C)C. Product: [CH:5]([OH:7])=[O:6].[Cl:1][C:2]1[CH:3]=[C:4]([CH:8]=[CH:9][C:10]=1[CH2:11][N:12]1[C:20]2[C:15](=[CH:16][CH:17]=[CH:18][CH:19]=2)[C:14]([C:21]2[N:26]=[C:25]([NH:27][C:28]3[CH:33]=[CH:32][N:31]=[CH:30][CH:29]=3)[C:24]([O:34][CH3:35])=[CH:23][N:22]=2)=[N:13]1)[C:5]([NH:51][CH3:50])=[O:7]. The catalyst class is: 16.